Dataset: Catalyst prediction with 721,799 reactions and 888 catalyst types from USPTO. Task: Predict which catalyst facilitates the given reaction. Reactant: [C:1]1([B:7]([CH:9]([O:16][CH:17]([B:24]([C:26]2[CH:31]=[CH:30][CH:29]=[CH:28][CH:27]=2)[OH:25])[C:18]2[CH:23]=[CH:22][CH:21]=[CH:20][CH:19]=2)[C:10]2[CH:15]=[CH:14][CH:13]=[CH:12][CH:11]=2)[OH:8])[CH:6]=[CH:5][CH:4]=[CH:3][CH:2]=1.[CH3:32][NH:33][CH:34](O)[CH3:35]. Product: [C:1]1([B:7]([CH:9]([O:16][CH:17]([B:24]([C:26]2[CH:27]=[CH:28][CH:29]=[CH:30][CH:31]=2)[O:25][CH2:35][CH2:34][NH:33][CH3:32])[C:18]2[CH:19]=[CH:20][CH:21]=[CH:22][CH:23]=2)[C:10]2[CH:15]=[CH:14][CH:13]=[CH:12][CH:11]=2)[O:8][CH2:35][CH2:34][NH:33][CH3:32])[CH:2]=[CH:3][CH:4]=[CH:5][CH:6]=1. The catalyst class is: 8.